Dataset: Catalyst prediction with 721,799 reactions and 888 catalyst types from USPTO. Task: Predict which catalyst facilitates the given reaction. (1) Reactant: C([Li])CCC.C([Sn](CCCC)(CCCC)[CH2:11][O:12][CH2:13][O:14][CH3:15])CCC.[Br:24][C:25]1[CH:30]=[CH:29][C:28]([NH:31][C:32]2[C:40]([CH:41]=[O:42])=[C:39]3[N:35]([CH2:36][CH2:37][CH2:38]3)[C:34](=[O:43])[C:33]=2[F:44])=[C:27]([F:45])[CH:26]=1. Product: [Br:24][C:25]1[CH:30]=[CH:29][C:28]([NH:31][C:32]2[C:40]([CH:41]([OH:42])[CH2:11][O:12][CH2:13][O:14][CH3:15])=[C:39]3[N:35]([CH2:36][CH2:37][CH2:38]3)[C:34](=[O:43])[C:33]=2[F:44])=[C:27]([F:45])[CH:26]=1. The catalyst class is: 1. (2) Reactant: [OH:1][C:2]1[CH:10]=[CH:9][C:5]([C:6]([NH2:8])=[O:7])=[CH:4][CH:3]=1.Br[CH2:12][CH2:13][CH2:14][Cl:15].C(=O)([O-])[O-].[Cs+].[Cs+]. Product: [Cl:15][CH2:14][CH2:13][CH2:12][O:1][C:2]1[CH:10]=[CH:9][C:5]([C:6]([NH2:8])=[O:7])=[CH:4][CH:3]=1. The catalyst class is: 10. (3) Reactant: [NH2:1][CH2:2][C:3]1[C:11]2[S:10](=[O:13])(=[O:12])[N:9]=[C:8]([C:14]3[C:15](=[O:30])[N:16]([NH:25][CH2:26][CH:27]4[CH2:29][CH2:28]4)[C:17]4[C:22]([C:23]=3[OH:24])=[CH:21][CH:20]=[CH:19][CH:18]=4)[NH:7][C:6]=2[S:5][CH:4]=1.C(N(CC)CC)C.[C:38]1([CH2:44][S:45](Cl)(=[O:47])=[O:46])[CH:43]=[CH:42][CH:41]=[CH:40][CH:39]=1. Product: [CH:27]1([CH2:26][NH:25][N:16]2[C:17]3[C:22](=[CH:21][CH:20]=[CH:19][CH:18]=3)[C:23]([OH:24])=[C:14]([C:8]3[NH:7][C:6]4[S:5][CH:4]=[C:3]([CH2:2][NH:1][S:45]([CH2:44][C:38]5[CH:43]=[CH:42][CH:41]=[CH:40][CH:39]=5)(=[O:47])=[O:46])[C:11]=4[S:10](=[O:12])(=[O:13])[N:9]=3)[C:15]2=[O:30])[CH2:28][CH2:29]1. The catalyst class is: 9. (4) Reactant: ClC1C=C(C=CC=1)C(OO)=O.[NH:12]([C:19]1[C:24]([C:25]([NH2:27])=[O:26])=[CH:23][N:22]=[C:21](SC)[N:20]=1)[C:13]1[CH:18]=[CH:17][CH:16]=[CH:15][CH:14]=1.C(N(C(C)C)CC)(C)C.[C:39]1([C:45]2[CH:49]=[C:48]([CH2:50][N:51]3[CH2:56][CH2:55][CH:54]([CH2:57][NH2:58])[CH2:53][CH2:52]3)[O:47][N:46]=2)[CH:44]=[CH:43][CH:42]=[CH:41][CH:40]=1. Product: [NH:12]([C:19]1[C:24]([C:25]([NH2:27])=[O:26])=[CH:23][N:22]=[C:21]([NH:58][CH2:57][CH:54]2[CH2:53][CH2:52][N:51]([CH2:50][C:48]3[O:47][N:46]=[C:45]([C:39]4[CH:44]=[CH:43][CH:42]=[CH:41][CH:40]=4)[CH:49]=3)[CH2:56][CH2:55]2)[N:20]=1)[C:13]1[CH:18]=[CH:17][CH:16]=[CH:15][CH:14]=1. The catalyst class is: 96.